From a dataset of Reaction yield outcomes from USPTO patents with 853,638 reactions. Predict the reaction yield, written as a fraction of the theoretical maximum amount of product (1.0 means a 100% yield; for example, 0.34 means a 34% yield). The yield is 0.820. The reactants are [F:1][C:2]1[C:3]([NH:22][C:23]2[CH:28]=[CH:27][C:26]([I:29])=[CH:25][C:24]=2[F:30])=[C:4]([C:9]([N:11]2[CH2:14][C:13]([C:16]([CH3:21])([CH3:20])[C:17](O)=[O:18])([OH:15])[CH2:12]2)=[O:10])[CH:5]=[CH:6][C:7]=1[F:8].C(N(CC)CC)C.C1CN([P+](ON2N=NC3C=CC=CC2=3)(N2CCCC2)N2CCCC2)CC1.F[P-](F)(F)(F)(F)F.[BH4-].[Na+]. The product is [F:1][C:2]1[C:3]([NH:22][C:23]2[CH:28]=[CH:27][C:26]([I:29])=[CH:25][C:24]=2[F:30])=[C:4]([C:9]([N:11]2[CH2:12][C:13]([C:16]([CH3:21])([CH3:20])[CH2:17][OH:18])([OH:15])[CH2:14]2)=[O:10])[CH:5]=[CH:6][C:7]=1[F:8]. The catalyst is O1CCCC1.